This data is from TCR-epitope binding with 47,182 pairs between 192 epitopes and 23,139 TCRs. The task is: Binary Classification. Given a T-cell receptor sequence (or CDR3 region) and an epitope sequence, predict whether binding occurs between them. (1) The epitope is FVDGVPFVV. The TCR CDR3 sequence is CASSLWDRGRETAFF. Result: 1 (the TCR binds to the epitope). (2) Result: 0 (the TCR does not bind to the epitope). The TCR CDR3 sequence is CATRETPAGKNIQYF. The epitope is NEGVKAAW. (3) The epitope is RLRAEAQVK. The TCR CDR3 sequence is CASSLQGLIETQYF. Result: 1 (the TCR binds to the epitope). (4) The epitope is TPRVTGGGAM. The TCR CDR3 sequence is CASSLGGSPRELFF. Result: 1 (the TCR binds to the epitope). (5) The epitope is AIMTRCLAV. The TCR CDR3 sequence is CASSLSGGSQETQYF. Result: 0 (the TCR does not bind to the epitope). (6) The epitope is SEPVLKGVKL. The TCR CDR3 sequence is CASSQEWGELYEQYF. Result: 1 (the TCR binds to the epitope).